Dataset: Full USPTO retrosynthesis dataset with 1.9M reactions from patents (1976-2016). Task: Predict the reactants needed to synthesize the given product. (1) Given the product [CH3:11][C:10]1[O:9][N:8]=[C:7]([C:12]2[CH:13]=[C:14]([CH3:18])[CH:15]=[CH:16][CH:17]=2)[C:6]=1[CH2:4][OH:3], predict the reactants needed to synthesize it. The reactants are: C([O:3][C:4]([C:6]1[C:7]([C:12]2[CH:13]=[C:14]([CH3:18])[CH:15]=[CH:16][CH:17]=2)=[N:8][O:9][C:10]=1[CH3:11])=O)C.C(OC(C1C(C2C=CC=CC=2F)=NOC=1C)=O)C. (2) Given the product [C:1]1([CH:7]([OH:8])[CH2:15][CH:14]=[CH2:13])[CH2:6][CH2:5][CH2:4][CH2:3][CH:2]=1, predict the reactants needed to synthesize it. The reactants are: [C:1]1([CH:7]=[O:8])[CH2:6][CH2:5][CH2:4][CH2:3][CH:2]=1.C(O[CH2:13][CH:14]=[CH2:15])(=O)C.O.CCN(CC)CC.CC1C(C)=C(C)C(C)=C(C)C=1C.